Dataset: Full USPTO retrosynthesis dataset with 1.9M reactions from patents (1976-2016). Task: Predict the reactants needed to synthesize the given product. Given the product [CH2:16]=[C:2]1[CH2:7][CH2:6][CH2:5][N:4]([C:8]([O:10][C:11]([CH3:14])([CH3:13])[CH3:12])=[O:9])[CH2:3]1, predict the reactants needed to synthesize it. The reactants are: O=[C:2]1[CH2:7][CH2:6][CH2:5][N:4]([C:8]([O:10][C:11]([CH3:14])([CH3:13])[CH3:12])=[O:9])[CH2:3]1.[Br-].[C:16]1([PH+](C2C=CC=CC=2)C2C=CC=CC=2)C=CC=CC=1.[Li]CCCC.